Dataset: Peptide-MHC class I binding affinity with 185,985 pairs from IEDB/IMGT. Task: Regression. Given a peptide amino acid sequence and an MHC pseudo amino acid sequence, predict their binding affinity value. This is MHC class I binding data. (1) The peptide sequence is LPETMETLL. The MHC is HLA-B53:01 with pseudo-sequence HLA-B53:01. The binding affinity (normalized) is 0.244. (2) The peptide sequence is ARLSSPIVL. The MHC is HLA-A25:01 with pseudo-sequence HLA-A25:01. The binding affinity (normalized) is 0.0847. (3) The peptide sequence is AEQASQDVKNW. The MHC is HLA-B35:03 with pseudo-sequence HLA-B35:03. The binding affinity (normalized) is 0. (4) The peptide sequence is LVLQAGFFLL. The binding affinity (normalized) is 0.125. The MHC is HLA-A68:01 with pseudo-sequence HLA-A68:01. (5) The peptide sequence is RILQQLLFI. The MHC is HLA-A68:02 with pseudo-sequence HLA-A68:02. The binding affinity (normalized) is 0.0905.